Dataset: Catalyst prediction with 721,799 reactions and 888 catalyst types from USPTO. Task: Predict which catalyst facilitates the given reaction. (1) Reactant: CC(C)([O-])C.[K+].[F:7][C:8]1[C:13]([F:14])=[CH:12][CH:11]=[CH:10][C:9]=1[CH2:15][C:16]#[N:17].Cl[C:19]1[CH:24]=[C:23]([O:25][CH2:26][C:27]#[C:28][CH3:29])[N:22]=[CH:21][N:20]=1.[Cl-].[NH4+]. Product: [C:16]([CH:15]([C:19]1[CH:24]=[C:23]([O:25][CH2:26][C:27]#[C:28][CH3:29])[N:22]=[CH:21][N:20]=1)[C:9]1[CH:10]=[CH:11][CH:12]=[C:13]([F:14])[C:8]=1[F:7])#[N:17]. The catalyst class is: 7. (2) The catalyst class is: 664. Product: [CH2:15]([O:14][C:12]([C:5]1[N:6]2[CH:11]=[CH:10][CH:9]=[CH:8][C:7]2=[C:3]([C:1]([OH:22])=[O:2])[N:4]=1)=[O:13])[CH3:16]. Reactant: [CH:1]([C:3]1[N:4]=[C:5]([C:12]([O:14][CH2:15][CH3:16])=[O:13])[N:6]2[CH:11]=[CH:10][CH:9]=[CH:8][C:7]=12)=[O:2].CC(=CC)C.[O-:22]Cl=O.[Na+].